Dataset: Full USPTO retrosynthesis dataset with 1.9M reactions from patents (1976-2016). Task: Predict the reactants needed to synthesize the given product. (1) Given the product [Br:1][C:2]1[CH:7]=[CH:6][C:5]([C:8]2([NH2:48])[CH2:11][C:10]3([O:15][CH2:14][CH2:13][O:12]3)[CH2:9]2)=[CH:4][CH:3]=1, predict the reactants needed to synthesize it. The reactants are: [Br:1][C:2]1[CH:7]=[CH:6][C:5]([C:8]2(C(N)=O)[CH2:11][C:10]3([O:15][CH2:14][CH2:13][O:12]3)[CH2:9]2)=[CH:4][CH:3]=1.O.FC(F)(F)C(OI(C1C=CC=CC=1)OC(=O)C(F)(F)F)=O.C([O-])(O)=O.[Na+].CC#[N:48]. (2) Given the product [OH:33][C:34]1([C:41]2[S:42][CH:43]=[CH:44][N:45]=2)[CH2:35][CH2:36][CH:37]([N:8]2[CH2:11][CH:10]([NH:12][C:13](=[O:32])[CH2:14][NH:15][C:16]3[C:24]4[C:19](=[CH:20][CH:21]=[C:22]([CH:25]([F:30])[C:26]([F:29])([F:28])[F:27])[CH:23]=4)[N:18]([CH3:31])[N:17]=3)[CH2:9]2)[CH2:38][CH2:39]1, predict the reactants needed to synthesize it. The reactants are: OC(C(F)(F)F)=O.[NH:8]1[CH2:11][CH:10]([NH:12][C:13](=[O:32])[CH2:14][NH:15][C:16]2[C:24]3[C:19](=[CH:20][CH:21]=[C:22]([CH:25]([F:30])[C:26]([F:29])([F:28])[F:27])[CH:23]=3)[N:18]([CH3:31])[N:17]=2)[CH2:9]1.[OH:33][C:34]1([C:41]2[S:42][CH:43]=[CH:44][N:45]=2)[CH2:39][CH2:38][C:37](=O)[CH2:36][CH2:35]1. (3) Given the product [CH:54]1([C@@H:57]([NH:61][C:62]([C:13]2[C:14]([NH:20][C:10]([NH:9][C:3]3[C:2]([CH3:1])=[CH:7][CH:6]=[CH:5][C:4]=3[CH3:8])=[O:11])=[CH:15][C:16]3[C:17](=[CH:28][CH:23]=[CH:24][CH:25]=3)[CH:18]=2)=[O:64])[C:58]([OH:60])=[O:59])[CH2:53][CH2:52][CH2:51][CH2:56][CH2:55]1, predict the reactants needed to synthesize it. The reactants are: [CH3:1][C:2]1[CH:7]=[CH:6][CH:5]=[C:4]([CH3:8])[C:3]=1[N:9]=[C:10]=[O:11].Cl[C:13]1[CH:18]=[CH:17][CH:16]=[C:15](C)[C:14]=1[N:20]=C=O.[CH2:23]1[CH2:28]CC(N(C(OCC2C3C(=CC=CC=3)C3C2=CC=CC=3)=O)CC(O)=O)[CH2:25][CH2:24]1.[CH2:51]1[CH2:56][CH2:55][CH:54]([C@H:57]([NH:61][C:62]([O:64]CC2C3C(=CC=CC=3)C3C2=CC=CC=3)=O)[C:58]([OH:60])=[O:59])[CH2:53][CH2:52]1. (4) Given the product [O:17]=[S:13]1(=[O:16])[CH2:12][CH2:11][N:10]([C:7]2[CH:8]=[CH:9][C:4]([C:3]([OH:18])=[O:2])=[CH:5][N:6]=2)[CH2:15][CH2:14]1, predict the reactants needed to synthesize it. The reactants are: C[O:2][C:3](=[O:18])[C:4]1[CH:9]=[CH:8][C:7]([N:10]2[CH2:15][CH2:14][S:13](=[O:17])(=[O:16])[CH2:12][CH2:11]2)=[N:6][CH:5]=1.[OH-].[K+]. (5) Given the product [F:32][C:29]1[CH:30]=[CH:31][C:25]2[N:24]=[C:23]([C:18]3[C:17]4[C:16]5[C:11](=[CH:12][CH:13]=[CH:14][CH:15]=5)[N:10]([C:8]5[CH:7]=[CH:6][C:3]([C:4]([NH2:5])=[O:34])=[C:2]([NH:39][CH2:40][CH:41]([OH:43])[CH3:42])[CH:9]=5)[C:22]=4[CH:21]=[CH:20][CH:19]=3)[NH:27][C:26]=2[CH:28]=1, predict the reactants needed to synthesize it. The reactants are: F[C:2]1[CH:9]=[C:8]([N:10]2[C:22]3[CH:21]=[CH:20][CH:19]=[C:18]([C:23]4[NH:27][C:26]5[CH:28]=[C:29]([F:32])[CH:30]=[CH:31][C:25]=5[N:24]=4)[C:17]=3[C:16]3[C:11]2=[CH:12][CH:13]=[CH:14][CH:15]=3)[CH:7]=[CH:6][C:3]=1[C:4]#[N:5].C(=O)([O-])[O-:34].[K+].[K+].[NH2:39][CH2:40][CH:41]([OH:43])[CH3:42].[OH-].[Na+].OO. (6) Given the product [P:35]([O:30][C@@:9]([C:3]1[CH:4]=[CH:5][C:6]([F:8])=[CH:7][C:2]=1[F:1])([C@H:16]([C:18]1[CH:23]=[CH:22][C:21]([C:24]2[N:28]([CH3:29])[N:27]=[CH:26][CH:25]=2)=[CH:20][CH:19]=1)[CH3:17])[CH2:10][N:11]1[CH:15]=[N:14][CH:13]=[N:12]1)([O:36][CH2:37][C:38]1[CH:39]=[CH:40][CH:41]=[CH:42][CH:43]=1)([O:44][CH2:45][C:46]1[CH:47]=[CH:48][CH:49]=[CH:50][CH:51]=1)=[O:68], predict the reactants needed to synthesize it. The reactants are: [F:1][C:2]1[CH:7]=[C:6]([F:8])[CH:5]=[CH:4][C:3]=1[C@:9]([OH:30])([C@H:16]([C:18]1[CH:23]=[CH:22][C:21]([C:24]2[N:28]([CH3:29])[N:27]=[CH:26][CH:25]=2)=[CH:20][CH:19]=1)[CH3:17])[CH2:10][N:11]1[CH:15]=[N:14][CH:13]=[N:12]1.C(N(C(C)C)[P:35]([O:44][CH2:45][C:46]1[CH:51]=[CH:50][CH:49]=[CH:48][CH:47]=1)[O:36][CH2:37][C:38]1[CH:43]=[CH:42][CH:41]=[CH:40][CH:39]=1)(C)C.N1C=NN=N1.ClC1C=CC=C(C(OO)=[O:68])C=1. (7) Given the product [CH2:14]([N:21]1[CH2:26][CH2:25][N:24]([C:2]2[CH:7]=[CH:6][N:5]=[C:4]3[NH:8][CH:9]=[C:10]([N+:11]([O-:13])=[O:12])[C:3]=23)[CH2:23][CH2:22]1)[C:15]1[CH:16]=[CH:17][CH:18]=[CH:19][CH:20]=1, predict the reactants needed to synthesize it. The reactants are: F[C:2]1[CH:7]=[CH:6][N:5]=[C:4]2[NH:8][CH:9]=[C:10]([N+:11]([O-:13])=[O:12])[C:3]=12.[CH2:14]([N:21]1[CH2:26][CH2:25][NH:24][CH2:23][CH2:22]1)[C:15]1[CH:20]=[CH:19][CH:18]=[CH:17][CH:16]=1.O.